Predict the product of the given reaction. From a dataset of Forward reaction prediction with 1.9M reactions from USPTO patents (1976-2016). (1) Given the reactants [OH:1][CH2:2][CH:3]1[CH2:8][CH2:7][N:6]([C:9]([O:11][C:12]([CH3:15])([CH3:14])[CH3:13])=[O:10])[CH2:5][CH2:4]1.[H-].[Na+].Cl[C:19]1[CH:20]=[C:21]([CH:24]=[CH:25][N:26]=1)[C:22]#[N:23], predict the reaction product. The product is: [C:22]([C:21]1[CH:24]=[CH:25][N:26]=[C:19]([O:1][CH2:2][CH:3]2[CH2:8][CH2:7][N:6]([C:9]([O:11][C:12]([CH3:15])([CH3:14])[CH3:13])=[O:10])[CH2:5][CH2:4]2)[CH:20]=1)#[N:23]. (2) Given the reactants N(C(OCC)=O)=NC(OCC)=O.[F:13][C:14]([F:49])([F:48])[C:15]1[CH:20]=[CH:19][C:18](/[CH:21]=[CH:22]/[C:23]2[O:24][CH:25]=[C:26]([CH2:28][O:29][C:30]3[CH:35]=[CH:34][C:33]([CH2:36][CH2:37][CH2:38][CH2:39][N:40]4[CH:44]=[CH:43][N:42]=[C:41]4[CH2:45][CH2:46]O)=[CH:32][CH:31]=3)[N:27]=2)=[CH:17][CH:16]=1.[C:50]1(=[O:60])[NH:54][C:53](=[O:55])[C:52]2=[CH:56][CH:57]=[CH:58][CH:59]=[C:51]12.C1(P(C2C=CC=CC=2)C2C=CC=CC=2)C=CC=CC=1, predict the reaction product. The product is: [F:48][C:14]([F:13])([F:49])[C:15]1[CH:20]=[CH:19][C:18](/[CH:21]=[CH:22]/[C:23]2[O:24][CH:25]=[C:26]([CH2:28][O:29][C:30]3[CH:35]=[CH:34][C:33]([CH2:36][CH2:37][CH2:38][CH2:39][N:40]4[CH:44]=[CH:43][N:42]=[C:41]4[CH2:45][CH2:46][N:54]4[C:50](=[O:60])[C:51]5[C:52](=[CH:56][CH:57]=[CH:58][CH:59]=5)[C:53]4=[O:55])=[CH:32][CH:31]=3)[N:27]=2)=[CH:17][CH:16]=1. (3) Given the reactants [F:1][C:2]1[CH:7]=[C:6]([I:8])[CH:5]=[CH:4][C:3]=1[NH:9][C:10]1[CH:18]=[N:17][CH:16]=[CH:15][C:11]=1[C:12]([OH:14])=O.C(N1C=CN=C1)(N1C=CN=C1)=O.[NH2:31][CH:32]1[CH2:37][CH2:36][CH2:35][CH:34]([OH:38])[CH:33]1[OH:39], predict the reaction product. The product is: [OH:39][CH:33]1[CH:34]([OH:38])[CH2:35][CH2:36][CH2:37][CH:32]1[NH:31][C:12](=[O:14])[C:11]1[CH:15]=[CH:16][N:17]=[CH:18][C:10]=1[NH:9][C:3]1[CH:4]=[CH:5][C:6]([I:8])=[CH:7][C:2]=1[F:1]. (4) Given the reactants [CH2:1]([O:8][C:9]([N:11]1[CH2:18][C@@H:17]2[C@@H:13]([NH:14][CH2:15][CH2:16]2)[CH2:12]1)=[O:10])[C:2]1[CH:7]=[CH:6][CH:5]=[CH:4][CH:3]=1.[C:19]([C:21]1[CH:26]=[CH:25][C:24]([C:27]2[CH:32]=[CH:31][C:30](OS(C(F)(F)F)(=O)=O)=[CH:29][CH:28]=2)=[CH:23][CH:22]=1)#[N:20].C1(P(C2C=CC=CC=2)C2C=CC3C(=CC=CC=3)C=2C2C3C(=CC=CC=3)C=CC=2P(C2C=CC=CC=2)C2C=CC=CC=2)C=CC=CC=1.CC(C)([O-])C.[Na+], predict the reaction product. The product is: [CH2:1]([O:8][C:9]([N:11]1[CH2:18][C@@H:17]2[C@@H:13]([N:14]([C:30]3[CH:29]=[CH:28][C:27]([C:24]4[CH:23]=[CH:22][C:21]([C:19]#[N:20])=[CH:26][CH:25]=4)=[CH:32][CH:31]=3)[CH2:15][CH2:16]2)[CH2:12]1)=[O:10])[C:2]1[CH:3]=[CH:4][CH:5]=[CH:6][CH:7]=1.